This data is from Full USPTO retrosynthesis dataset with 1.9M reactions from patents (1976-2016). The task is: Predict the reactants needed to synthesize the given product. (1) Given the product [CH3:1][S:2]([NH:15][CH2:16][C:17]1[CH:18]=[CH:19][C:20]([C:23]2[CH:32]=[C:31]([C:33]([NH:35][CH2:36][C@H:37]3[CH2:42][CH2:41][C@H:40]([CH2:43][NH:44][C:45](=[O:51])[O:46][C:47]([CH3:49])([CH3:48])[CH3:50])[CH2:39][CH2:38]3)=[O:34])[C:30]3[C:25](=[CH:26][CH:27]=[CH:28][CH:29]=3)[N:24]=2)=[CH:21][CH:22]=1)(=[O:4])=[O:3], predict the reactants needed to synthesize it. The reactants are: [CH3:1][S:2](Cl)(=[O:4])=[O:3].CCN(C(C)C)C(C)C.[NH2:15][CH2:16][C:17]1[CH:22]=[CH:21][C:20]([C:23]2[CH:32]=[C:31]([C:33]([NH:35][CH2:36][C@H:37]3[CH2:42][CH2:41][C@H:40]([CH2:43][NH:44][C:45](=[O:51])[O:46][C:47]([CH3:50])([CH3:49])[CH3:48])[CH2:39][CH2:38]3)=[O:34])[C:30]3[C:25](=[CH:26][CH:27]=[CH:28][CH:29]=3)[N:24]=2)=[CH:19][CH:18]=1. (2) Given the product [CH3:1][CH:2]([NH:12][C:13]([CH3:14])([CH3:16])[CH3:15])[C:3]([C:5]1[CH:6]=[CH:7][CH:8]=[C:9]([Cl:11])[CH:10]=1)=[O:4].[BrH:17], predict the reactants needed to synthesize it. The reactants are: [CH3:1][CH:2]([NH:12][C:13]([CH3:16])([CH3:15])[CH3:14])[C:3]([C:5]1[CH:6]=[CH:7][CH:8]=[C:9]([Cl:11])[CH:10]=1)=[O:4].[BrH:17]. (3) Given the product [C:9]([CH2:8][C:4]1[CH:3]=[C:2]([NH:1][C:11](=[O:13])[CH3:12])[CH:7]=[CH:6][CH:5]=1)#[N:10], predict the reactants needed to synthesize it. The reactants are: [NH2:1][C:2]1[CH:3]=[C:4]([CH2:8][C:9]#[N:10])[CH:5]=[CH:6][CH:7]=1.[C:11](Cl)(=[O:13])[CH3:12]. (4) Given the product [CH:1]([C:3]1[C:4]([C:9]([O:11][CH2:12][CH3:13])=[O:10])=[C:5]([CH3:8])[N:6]([CH2:17][O:18][CH2:19][CH2:20][Si:21]([CH3:24])([CH3:23])[CH3:22])[CH:7]=1)=[O:2], predict the reactants needed to synthesize it. The reactants are: [CH:1]([C:3]1[C:4]([C:9]([O:11][CH2:12][CH3:13])=[O:10])=[C:5]([CH3:8])[NH:6][CH:7]=1)=[O:2].[H-].[Na+].Cl[CH2:17][O:18][CH2:19][CH2:20][Si:21]([CH3:24])([CH3:23])[CH3:22].